From a dataset of Full USPTO retrosynthesis dataset with 1.9M reactions from patents (1976-2016). Predict the reactants needed to synthesize the given product. (1) Given the product [OH:6][CH:7]1[CH2:19][CH2:18][C:17]([OH:21])([CH3:20])[CH:16]([O:27][C:28]([N:30]2[CH2:31][CH2:32][CH:33]([N:36]3[CH2:40][CH2:39][CH2:38][CH2:37]3)[CH2:34][CH2:35]2)=[O:29])[CH:15]=[CH:14][CH:13]([CH3:41])[CH:12](/[C:42](/[CH3:69])=[CH:43]/[CH:44]=[CH:45]/[C:46]([OH:63])([CH3:62])[CH2:47][CH:48]2[O:61][CH:49]2[CH:50]([CH3:60])[CH:51]([OH:54])[CH2:52][CH3:53])[O:11][C:9](=[O:10])[CH2:8]1, predict the reactants needed to synthesize it. The reactants are: C(OC([O:6][CH:7]1[CH2:19][CH2:18][C:17]([O:21]C(OCC)C)([CH3:20])[CH:16]([O:27][C:28]([N:30]2[CH2:35][CH2:34][CH:33]([N:36]3[CH2:40][CH2:39][CH2:38][CH2:37]3)[CH2:32][CH2:31]2)=[O:29])[CH:15]=[CH:14][CH:13]([CH3:41])[CH:12](/[C:42](/[CH3:69])=[CH:43]/[CH:44]=[CH:45]/[C:46]([O:63]C(OCC)C)([CH3:62])[CH2:47][CH:48]2[O:61][CH:49]2[CH:50]([CH3:60])[CH:51]([O:54]C(OCC)C)[CH2:52][CH3:53])[O:11][C:9](=[O:10])[CH2:8]1)C)C.C1(C)C=CC(S([O-])(=O)=O)=CC=1.[NH+]1C=CC=CC=1.CC(O)(C)C. (2) Given the product [CH3:26][N:25]1[C:9]2[C:8]([N:3]3[CH2:4][CH2:5][O:6][CH2:7][C@@H:2]3[CH3:1])=[N:13][C:12]([C:14]3[CH:19]=[CH:18][C:17]([NH2:20])=[CH:16][CH:15]=3)=[N:11][C:10]=2[CH:23]=[N:24]1, predict the reactants needed to synthesize it. The reactants are: [CH3:1][C@H:2]1[CH2:7][O:6][CH2:5][CH2:4][N:3]1[C:8]1[C:9]2[N:25]([CH3:26])[N:24]=[CH:23][C:10]=2[N:11]=[C:12]([C:14]2[CH:19]=[CH:18][C:17]([N+:20]([O-])=O)=[CH:16][CH:15]=2)[N:13]=1. (3) Given the product [Br:16][C:9]1[C:10]2[C:15]([C:2]([CH:25]=[O:26])=[C:3]3[C:8]=1[CH:7]=[CH:6][CH:5]=[CH:4]3)=[CH:14][CH:13]=[CH:12][CH:11]=2, predict the reactants needed to synthesize it. The reactants are: Br[C:2]1[C:3]2[C:8]([C:9]([Br:16])=[C:10]3[C:15]=1[CH:14]=[CH:13][CH:12]=[CH:11]3)=[CH:7][CH:6]=[CH:5][CH:4]=2.[Li]CCCC.CN([CH:25]=[O:26])C.C(Cl)Cl.CCCCCC. (4) Given the product [F:1][C:2]1[CH:3]=[C:4]([CH:26]=[CH:27][C:28]=1[C:29]([F:31])([F:30])[F:32])[CH2:5][N:6]1[CH:10]=[C:9]([C:11]2[NH:19][C:18]3[C:17](=[O:20])[N:16]([CH2:21][CH2:22][CH3:23])[C:15]([C:24]([OH:38])=[O:33])=[N:14][C:13]=3[N:12]=2)[CH:8]=[N:7]1, predict the reactants needed to synthesize it. The reactants are: [F:1][C:2]1[CH:3]=[C:4]([CH:26]=[CH:27][C:28]=1[C:29]([F:32])([F:31])[F:30])[CH2:5][N:6]1[CH:10]=[C:9]([C:11]2[NH:19][C:18]3[C:17](=[O:20])[N:16]([CH2:21][CH2:22][CH3:23])[C:15]([C:24]#N)=[N:14][C:13]=3[N:12]=2)[CH:8]=[N:7]1.[OH-:33].[Na+].C(O)C.[OH2:38]. (5) Given the product [NH2:1][C:2]1[N:10]=[CH:9][N:8]=[C:7]2[C:3]=1[N:4]=[CH:5][N:6]2[C@@H:11]1[O:12][C@H:13]([CH2:21][N:22]([CH3:38])[CH2:23][CH2:24][CH2:25][NH:26][C:27]([NH:29][C:30]2[CH:35]=[CH:34][C:33]([Cl:36])=[C:32]([Cl:37])[CH:31]=2)=[O:28])[C@@H:14]([OH:18])[C@H:15]1[OH:16], predict the reactants needed to synthesize it. The reactants are: [NH2:1][C:2]1[N:10]=[CH:9][N:8]=[C:7]2[C:3]=1[N:4]=[CH:5][N:6]2[C@H:11]1[C@@H:15]2[O:16]C(C)(C)[O:18][C@@H:14]2[C@@H:13]([CH2:21][N:22]([CH3:38])[CH2:23][CH2:24][CH2:25][NH:26][C:27]([NH:29][C:30]2[CH:35]=[CH:34][C:33]([Cl:36])=[C:32]([Cl:37])[CH:31]=2)=[O:28])[O:12]1.C([O-])([O-])=O.[K+].[K+]. (6) Given the product [Br:11][C:8]1[CH:9]=[CH:10][C:35]([C:33]2[NH:29][C:24]([C@@H:20]([NH:19][C:12](=[O:13])[O:14][C:15]([CH3:18])([CH3:17])[CH3:16])[CH:21]([CH3:23])[CH3:22])=[N:39][CH:34]=2)=[CH:6][CH:7]=1, predict the reactants needed to synthesize it. The reactants are: BrCC(C1[CH:10]=[CH:9][C:8]([Br:11])=[CH:7][CH:6]=1)=O.[C:12]([NH:19][C@H:20]([C:24](O)=O)[CH:21]([CH3:23])[CH3:22])([O:14][C:15]([CH3:18])([CH3:17])[CH3:16])=[O:13].CC[N:29]([CH:33]([CH3:35])[CH3:34])C(C)C.O.CC#[N:39].